This data is from Forward reaction prediction with 1.9M reactions from USPTO patents (1976-2016). The task is: Predict the product of the given reaction. (1) Given the reactants [NH:1]1[C:9]2[C:4](=[CH:5][CH:6]=[CH:7][CH:8]=2)[CH2:3][C:2]1=[O:10].[CH3:11][N:12]([CH3:28])[CH2:13][CH2:14][CH2:15][C:16]1[C:17]2[CH2:27][CH2:26][CH2:25][CH2:24][CH2:23][C:18]=2[NH:19][C:20]=1[CH:21]=O.N1CCCCC1, predict the reaction product. The product is: [CH3:28][N:12]([CH3:11])[CH2:13][CH2:14][CH2:15][C:16]1[C:17]2[CH2:27][CH2:26][CH2:25][CH2:24][CH2:23][C:18]=2[NH:19][C:20]=1/[CH:21]=[C:3]1\[C:2](=[O:10])[NH:1][C:9]2[C:4]\1=[CH:5][CH:6]=[CH:7][CH:8]=2. (2) Given the reactants CCN=C=NCCCN(C)C.Cl.[N:13]1([C:21]([O:23][C:24]([CH3:27])([CH3:26])[CH3:25])=[O:22])[CH2:20][CH2:19][CH2:18][C@H:14]1[C:15]([OH:17])=O.[NH:28]1[CH2:41][CH2:40][CH2:39][C@H:29]1[C:30]([NH:32][C:33]1[CH:38]=[CH:37][CH:36]=[CH:35][CH:34]=1)=[O:31], predict the reaction product. The product is: [N:13]1([C:21]([O:23][C:24]([CH3:27])([CH3:26])[CH3:25])=[O:22])[CH2:20][CH2:19][CH2:18][C@H:14]1[C:15]([N:28]1[CH2:41][CH2:40][CH2:39][C@H:29]1[C:30]([NH:32][C:33]1[CH:38]=[CH:37][CH:36]=[CH:35][CH:34]=1)=[O:31])=[O:17]. (3) Given the reactants [Cl:1][C:2]1[CH:3]=[C:4]([C:8]2[N:9]=[C:10]([NH:16][C:17]3[CH:22]=[C:21]([CH:23]=[O:24])[C:20]([O:25][CH3:26])=[CH:19][C:18]=3[N+:27]([O-])=O)[S:11][C:12]=2[C:13]([NH2:15])=[O:14])[CH:5]=[CH:6][CH:7]=1.[Cl-].[NH4+].O1CCC[CH2:33]1.COC(OC)OC, predict the reaction product. The product is: [Cl:1][C:2]1[CH:3]=[C:4]([C:8]2[N:9]=[C:10]([N:16]3[C:17]4[CH:22]=[C:21]([CH:23]=[O:24])[C:20]([O:25][CH3:26])=[CH:19][C:18]=4[N:27]=[CH:33]3)[S:11][C:12]=2[C:13]([NH2:15])=[O:14])[CH:5]=[CH:6][CH:7]=1.